The task is: Binary Classification. Given a T-cell receptor sequence (or CDR3 region) and an epitope sequence, predict whether binding occurs between them.. This data is from TCR-epitope binding with 47,182 pairs between 192 epitopes and 23,139 TCRs. (1) The epitope is YIFFASFYY. The TCR CDR3 sequence is CSVEPTSGSSSGELFF. Result: 1 (the TCR binds to the epitope). (2) The epitope is FLASKIGRLV. The TCR CDR3 sequence is CASSQRRQLLGETQYF. Result: 0 (the TCR does not bind to the epitope).